This data is from Reaction yield outcomes from USPTO patents with 853,638 reactions. The task is: Predict the reaction yield, written as a fraction of the theoretical maximum amount of product (1.0 means a 100% yield; for example, 0.34 means a 34% yield). The reactants are [CH3:1][C:2]1[N:7]=[C:6]([C:8]2[CH:13]=[CH:12][CH:11]=[C:10]([C:14]3[CH:15]=[C:16]([S:20](Cl)(=[O:22])=[O:21])[CH:17]=[CH:18][CH:19]=3)[N:9]=2)[CH:5]=[C:4]([C:24]2[CH:29]=[CH:28][C:27]([C:30]([F:33])([F:32])[F:31])=[CH:26][CH:25]=2)[CH:3]=1.[F:34][C:35]([F:39])([F:38])[CH2:36][NH2:37].C(N(CC)CC)C. The catalyst is C1COCC1.CCOC(C)=O. The product is [CH3:1][C:2]1[N:7]=[C:6]([C:8]2[CH:13]=[CH:12][CH:11]=[C:10]([C:14]3[CH:15]=[C:16]([S:20]([NH:37][CH2:36][C:35]([F:39])([F:38])[F:34])(=[O:22])=[O:21])[CH:17]=[CH:18][CH:19]=3)[N:9]=2)[CH:5]=[C:4]([C:24]2[CH:29]=[CH:28][C:27]([C:30]([F:33])([F:32])[F:31])=[CH:26][CH:25]=2)[CH:3]=1. The yield is 0.460.